This data is from NCI-60 drug combinations with 297,098 pairs across 59 cell lines. The task is: Regression. Given two drug SMILES strings and cell line genomic features, predict the synergy score measuring deviation from expected non-interaction effect. (1) Drug 1: COC1=CC(=CC(=C1O)OC)C2C3C(COC3=O)C(C4=CC5=C(C=C24)OCO5)OC6C(C(C7C(O6)COC(O7)C8=CC=CS8)O)O. Drug 2: C1CN(P(=O)(OC1)NCCCl)CCCl. Cell line: HOP-62. Synergy scores: CSS=29.2, Synergy_ZIP=-0.0765, Synergy_Bliss=-0.537, Synergy_Loewe=-37.8, Synergy_HSA=-0.0111. (2) Drug 1: CN1CCC(CC1)COC2=C(C=C3C(=C2)N=CN=C3NC4=C(C=C(C=C4)Br)F)OC. Drug 2: CC1=C(C=C(C=C1)NC(=O)C2=CC=C(C=C2)CN3CCN(CC3)C)NC4=NC=CC(=N4)C5=CN=CC=C5. Cell line: RXF 393. Synergy scores: CSS=4.76, Synergy_ZIP=-3.21, Synergy_Bliss=-6.31, Synergy_Loewe=-7.80, Synergy_HSA=-6.33.